This data is from Full USPTO retrosynthesis dataset with 1.9M reactions from patents (1976-2016). The task is: Predict the reactants needed to synthesize the given product. (1) The reactants are: [C:1]([C:3]1[N:8]=[CH:7][C:6]([CH2:9][O:10][C:11]2[CH:16]=[CH:15][C:14]([C:17]3[N:22]4[N:23]=[C:24]([NH:26][C:27]([CH:29]5[CH2:31][CH2:30]5)=[O:28])[N:25]=[C:21]4[CH:20]=[CH:19][CH:18]=3)=[CH:13][CH:12]=2)=[CH:5][CH:4]=1)#[N:2].[N-:32]=[N+:33]=[N-:34].[Na+].[Cl-].[NH4+]. Given the product [N:2]1[NH:32][N:33]=[N:34][C:1]=1[C:3]1[N:8]=[CH:7][C:6]([CH2:9][O:10][C:11]2[CH:12]=[CH:13][C:14]([C:17]3[N:22]4[N:23]=[C:24]([NH:26][C:27]([CH:29]5[CH2:30][CH2:31]5)=[O:28])[N:25]=[C:21]4[CH:20]=[CH:19][CH:18]=3)=[CH:15][CH:16]=2)=[CH:5][CH:4]=1, predict the reactants needed to synthesize it. (2) Given the product [CH:15]1([C:7]2[CH:8]=[C:3]([O:2][CH3:1])[CH:4]=[CH:5][C:6]=2[OH:9])[CH2:20][CH2:19][CH2:18][CH2:17][CH2:16]1, predict the reactants needed to synthesize it. The reactants are: [CH3:1][O:2][C:3]1[CH:8]=[CH:7][C:6]([OH:9])=[CH:5][CH:4]=1.P(=O)(O)(O)O.[CH:15]1(O)[CH2:20][CH2:19][CH2:18][CH2:17][CH2:16]1. (3) Given the product [CH2:29]([O:31][CH:32]([O:35][CH2:36][CH3:37])[CH2:33][NH:14][C:4]1[CH:5]=[CH:6][C:7]([N:8]2[CH2:9][CH2:10][O:11][CH2:12][CH2:13]2)=[C:2]([F:1])[CH:3]=1)[CH3:30], predict the reactants needed to synthesize it. The reactants are: [F:1][C:2]1[CH:3]=[C:4]([NH:14]CC(OC)=O)[CH:5]=[CH:6][C:7]=1[N:8]1[CH2:13][CH2:12][O:11][CH2:10][CH2:9]1.C(N(C(C)C)CC)(C)C.[CH2:29]([O:31][CH:32]([O:35][CH2:36][CH3:37])[CH2:33]Cl)[CH3:30]. (4) Given the product [CH3:30][C:28]([O:31][C:32]([N:34]1[CH2:39][CH2:38][C:37](=[CH:9][C:10]2[CH:11]=[CH:12][C:13]([F:16])=[CH:14][CH:15]=2)[CH2:36][CH2:35]1)=[O:33])([CH3:27])[CH3:29], predict the reactants needed to synthesize it. The reactants are: C(OP([CH2:9][C:10]1[CH:15]=[CH:14][C:13]([F:16])=[CH:12][CH:11]=1)(=O)OCC)C.C[Si]([N-][Si](C)(C)C)(C)C.[K+].[CH3:27][C:28]([O:31][C:32]([N:34]1[CH2:39][CH2:38][C:37](=O)[CH2:36][CH2:35]1)=[O:33])([CH3:30])[CH3:29].